Dataset: Full USPTO retrosynthesis dataset with 1.9M reactions from patents (1976-2016). Task: Predict the reactants needed to synthesize the given product. The reactants are: [CH2:1]([C@@H:3]1[O:5][CH2:4]1)Cl.[C:6]1([S:12]([C:15]2[CH:16]=[CH:17][C:18]([OH:24])=[C:19]([C:21](=[O:23])[CH3:22])[CH:20]=2)(=[O:14])=[O:13])[CH:11]=[CH:10][CH:9]=[CH:8][CH:7]=1.C(=O)([O-])[O-].[K+].[K+]. Given the product [C:6]1([S:12]([C:15]2[CH:16]=[CH:17][C:18]([O:24][CH2:1][C@@H:3]3[CH2:4][O:5]3)=[C:19]([C:21](=[O:23])[CH3:22])[CH:20]=2)(=[O:14])=[O:13])[CH:7]=[CH:8][CH:9]=[CH:10][CH:11]=1, predict the reactants needed to synthesize it.